From a dataset of Reaction yield outcomes from USPTO patents with 853,638 reactions. Predict the reaction yield, written as a fraction of the theoretical maximum amount of product (1.0 means a 100% yield; for example, 0.34 means a 34% yield). (1) The reactants are CC1(C)[O:6][C@H:5]([CH2:7][CH2:8][NH:9][C:10]2[CH:15]=[CH:14][C:13]([S:16]([NH:19][C:20]3[S:21][CH:22]=[CH:23][N:24]=3)(=[O:18])=[O:17])=[CH:12][CH:11]=2)[C:4](=O)[O:3]1.O.C1(C)C=CC(S(O)(=O)=O)=CC=1. The catalyst is C1COCC1. The product is [OH:6][C@@H:5]1[CH2:7][CH2:8][N:9]([C:10]2[CH:15]=[CH:14][C:13]([S:16]([NH:19][C:20]3[S:21][CH:22]=[CH:23][N:24]=3)(=[O:18])=[O:17])=[CH:12][CH:11]=2)[C:4]1=[O:3]. The yield is 0.650. (2) The reactants are [CH2:1]([NH:3][NH:4][C:5](=[NH:12])[C:6]1[CH:11]=[CH:10][CH:9]=[N:8][CH:7]=1)[CH3:2].C1N=CN([C:18](N2C=NC=C2)=[O:19])C=1. The catalyst is CN(C=O)C. The product is [CH2:1]([N:3]1[C:18]([OH:19])=[N:12][C:5]([C:6]2[CH:7]=[N:8][CH:9]=[CH:10][CH:11]=2)=[N:4]1)[CH3:2]. The yield is 0.350. (3) The reactants are [CH3:1][O:2][C:3]1[CH:11]=[CH:10][C:6]([C:7](O)=[O:8])=[C:5]([N+:12]([O-])=O)[CH:4]=1.ClC(OCC(C)C)=O. The catalyst is O1CCCC1. The product is [NH2:12][C:5]1[CH:4]=[C:3]([O:2][CH3:1])[CH:11]=[CH:10][C:6]=1[CH2:7][OH:8]. The yield is 0.240. (4) The reactants are [CH2:1]([C:3]1[CH:8]=[CH:7][C:6]([C@H:9]2[CH2:14][C@@H:13]([C:15]([F:18])([F:17])[F:16])[N:12]3[N:19]=[CH:20][C:21]([C:22](O)=[O:23])=[C:11]3[NH:10]2)=[CH:5][CH:4]=1)[CH3:2].CN(C(ON1N=NC2C=CC=NC1=2)=[N+](C)C)C.F[P-](F)(F)(F)(F)F.C(N(CC)C(C)C)(C)C.Cl.[CH3:59][C:60]1[CH:61]=[CH:62][C:63]([CH2:66][NH2:67])=[N:64][CH:65]=1. No catalyst specified. The product is [CH2:1]([C:3]1[CH:8]=[CH:7][C:6]([C@H:9]2[CH2:14][C@@H:13]([C:15]([F:16])([F:17])[F:18])[N:12]3[N:19]=[CH:20][C:21]([C:22]([NH:67][CH2:66][C:63]4[CH:62]=[CH:61][C:60]([CH3:59])=[CH:65][N:64]=4)=[O:23])=[C:11]3[NH:10]2)=[CH:5][CH:4]=1)[CH3:2]. The yield is 0.740. (5) The product is [NH2:23][C:12]1[N:13]=[C:14]([N:17]2[CH2:18][CH2:19][N:20]([C:33](=[O:34])[CH2:32][O:31][C:30]3[CH:36]=[CH:37][C:27]([Cl:26])=[CH:28][CH:29]=3)[CH2:21][CH2:22]2)[C:15]2[N:16]=[C:8]([CH2:7][CH2:6][C:5]3[CH:4]=[CH:3][C:2]([CH3:1])=[CH:25][CH:24]=3)[S:9][C:10]=2[N:11]=1. No catalyst specified. The yield is 0.510. The reactants are [CH3:1][C:2]1[CH:25]=[CH:24][C:5]([CH2:6][CH2:7][C:8]2[S:9][C:10]3[N:11]=[C:12]([NH2:23])[N:13]=[C:14]([N:17]4[CH2:22][CH2:21][NH:20][CH2:19][CH2:18]4)[C:15]=3[N:16]=2)=[CH:4][CH:3]=1.[Cl:26][C:27]1[CH:37]=[CH:36][C:30]([O:31][CH2:32][C:33](O)=[O:34])=[CH:29][CH:28]=1.